From a dataset of Catalyst prediction with 721,799 reactions and 888 catalyst types from USPTO. Predict which catalyst facilitates the given reaction. Reactant: Cl[C:2]1[CH:11]=[C:10]([C:12]([NH:14][CH2:15][C@H:16]2[CH2:21][CH2:20][C@H:19]([CH2:22][NH:23][C:24](=[O:30])[O:25][C:26]([CH3:29])([CH3:28])[CH3:27])[CH2:18][CH2:17]2)=[O:13])[C:9]2[C:4](=[CH:5][CH:6]=[CH:7][CH:8]=2)[N:3]=1.Cl.[NH2:32][CH2:33][CH2:34][C:35]1[CH:40]=[CH:39][C:38](B(O)O)=[CH:37][CH:36]=1.C([O-])([O-])=O.[K+].[K+].O. Product: [NH2:32][CH2:33][CH2:34][C:35]1[CH:40]=[CH:39][C:38]([C:2]2[CH:11]=[C:10]([C:12]([NH:14][CH2:15][C@H:16]3[CH2:21][CH2:20][C@H:19]([CH2:22][NH:23][C:24](=[O:30])[O:25][C:26]([CH3:29])([CH3:28])[CH3:27])[CH2:18][CH2:17]3)=[O:13])[C:9]3[C:4](=[CH:5][CH:6]=[CH:7][CH:8]=3)[N:3]=2)=[CH:37][CH:36]=1. The catalyst class is: 203.